This data is from TCR-epitope binding with 47,182 pairs between 192 epitopes and 23,139 TCRs. The task is: Binary Classification. Given a T-cell receptor sequence (or CDR3 region) and an epitope sequence, predict whether binding occurs between them. The epitope is ITEEVGHTDLMAAY. The TCR CDR3 sequence is CASSSPPGGASDTQYF. Result: 0 (the TCR does not bind to the epitope).